From a dataset of Reaction yield outcomes from USPTO patents with 853,638 reactions. Predict the reaction yield, written as a fraction of the theoretical maximum amount of product (1.0 means a 100% yield; for example, 0.34 means a 34% yield). (1) The reactants are [H-].[Al+3].[Li+].[H-].[H-].[H-].[C:7]([N:10]1[CH2:15][CH2:14][CH:13]([O:16][C:17]2[CH:23]=[CH:22][C:20]([NH2:21])=[CH:19][C:18]=2[Cl:24])[CH2:12][CH2:11]1)(=O)[CH3:8].O.O.O.O.O.O.O.O.O.O.S([O-])([O-])(=O)=O.[Na+].[Na+]. The catalyst is O1CCCC1. The product is [Cl:24][C:18]1[CH:19]=[C:20]([CH:22]=[CH:23][C:17]=1[O:16][CH:13]1[CH2:14][CH2:15][N:10]([CH2:7][CH3:8])[CH2:11][CH2:12]1)[NH2:21]. The yield is 0.580. (2) The reactants are [OH-:1].[K+].Cl[C:4]1[C:13]([CH:14]=[O:15])=[CH:12][C:11]2[C:6](=[CH:7][CH:8]=[CH:9][CH:10]=2)[N:5]=1.O.[CH3:17]O. No catalyst specified. The product is [CH3:17][O:1][C:4]1[C:13]([CH:14]=[O:15])=[CH:12][C:11]2[C:6](=[CH:7][CH:8]=[CH:9][CH:10]=2)[N:5]=1. The yield is 0.800. (3) The reactants are [OH-].[K+].[CH2:3]([O:10][C:11]([NH:13][C@@H:14]([CH2:19][C:20]1[CH:25]=[CH:24][CH:23]=[CH:22][CH:21]=1)[C@H:15]([OH:18])[CH2:16]Cl)=[O:12])[C:4]1[CH:9]=[CH:8][CH:7]=[CH:6][CH:5]=1. The catalyst is C(O)C.ClCCl. The product is [CH2:3]([O:10][C:11]([NH:13][C@@H:14]([CH2:19][C:20]1[CH:25]=[CH:24][CH:23]=[CH:22][CH:21]=1)[C@@H:15]1[O:18][CH2:16]1)=[O:12])[C:4]1[CH:9]=[CH:8][CH:7]=[CH:6][CH:5]=1. The yield is 0.770. (4) The reactants are C([N:8]([C@H:16]1[CH2:21][CH2:20][C@H:19]([C:22]([OH:25])([CH3:24])[CH3:23])[CH2:18][CH2:17]1)CC1C=CC=CC=1)C1C=CC=CC=1. The catalyst is [OH-].[Pd+2].[OH-].C(O)C. The product is [NH2:8][C@H:16]1[CH2:21][CH2:20][C@H:19]([C:22]([OH:25])([CH3:23])[CH3:24])[CH2:18][CH2:17]1. The yield is 0.370. (5) The reactants are C(OC([N:8]1[CH2:17][CH2:16][C:15]2[C:10](=[CH:11][CH:12]=[C:13]([O:18][C:19]3[CH:24]=[CH:23][C:22]([C:25](=[O:27])[NH2:26])=[CH:21][CH:20]=3)[CH:14]=2)[CH2:9]1)=O)(C)(C)C.C(O)(C(F)(F)F)=O.C([O-])([O-])=O.[K+].[K+]. The catalyst is C(Cl)Cl. The product is [CH2:9]1[C:10]2[C:15](=[CH:14][C:13]([O:18][C:19]3[CH:24]=[CH:23][C:22]([C:25]([NH2:26])=[O:27])=[CH:21][CH:20]=3)=[CH:12][CH:11]=2)[CH2:16][CH2:17][NH:8]1. The yield is 0.710. (6) The reactants are [CH3:1][C:2]1[O:6][N:5]=[C:4]([C:7]2[CH:12]=[CH:11][CH:10]=[CH:9][CH:8]=2)[C:3]=1[CH2:13][O:14][C:15]1[CH:23]=[CH:22][C:18]([C:19]([OH:21])=O)=[CH:17][N:16]=1.[CH:24]1([NH2:28])[CH2:27][CH2:26][CH2:25]1. No catalyst specified. The product is [CH:24]1([NH:28][C:19](=[O:21])[C:18]2[CH:22]=[CH:23][C:15]([O:14][CH2:13][C:3]3[C:4]([C:7]4[CH:8]=[CH:9][CH:10]=[CH:11][CH:12]=4)=[N:5][O:6][C:2]=3[CH3:1])=[N:16][CH:17]=2)[CH2:27][CH2:26][CH2:25]1. The yield is 0.560. (7) The reactants are [C:1]([O:5][CH2:6][CH2:7][CH2:8][CH2:9][CH2:10][N:11]1[C:33](=[O:34])[C:30]2[C:31]3[C:32]4[C:27](=[CH:28][CH:29]=2)[C:26]2[C:35]5[C:22]([CH:23]=[CH:24][CH:25]=2)=[CH:21][CH:20]=[CH:19][C:18]=5[C:17]=4[CH:16]=[CH:15][C:14]=3[C:12]1=[O:13])(=[O:4])[CH:2]=[CH2:3].[C:36](Cl)(=O)C(C)=C. The catalyst is N1C=CC=CC=1.O1CCOCC1. The product is [C:1]([O:5][CH2:6][CH2:7][CH2:8][CH2:9][CH2:10][N:11]1[C:33](=[O:34])[C:30]2[C:31]3[C:32]4[C:27](=[CH:28][CH:29]=2)[C:26]2[C:35]5[C:22]([CH:23]=[CH:24][CH:25]=2)=[CH:21][CH:20]=[CH:19][C:18]=5[C:17]=4[CH:16]=[CH:15][C:14]=3[C:12]1=[O:13])(=[O:4])[C:2]([CH3:36])=[CH2:3]. The yield is 0.700. (8) The reactants are C([Li])CCC.C(NC(C)C)(C)C.[Li+].CC([N-]C(C)C)C.[F:21][C:22]1[CH:27]=[C:26]([F:28])[C:25]([F:29])=[CH:24][C:23]=1[Br:30].[C:31](=[O:33])=[O:32].Cl. The catalyst is C1COCC1.C(OCC)C. The product is [Br:30][C:23]1[C:22]([F:21])=[C:27]([C:26]([F:28])=[C:25]([F:29])[CH:24]=1)[C:31]([OH:33])=[O:32]. The yield is 0.520. (9) The reactants are [N:1]([C@H:4]([C:15]1[N:16]=[C:17]([C:20]2[CH:25]=[CH:24][CH:23]=[CH:22][CH:21]=2)[S:18][CH:19]=1)[CH2:5][C:6]1[CH:11]=[CH:10][C:9]([N+:12]([O-:14])=[O:13])=[CH:8][CH:7]=1)=[C:2]=[S:3].[C:26]([NH:29][NH2:30])(=O)[CH3:27]. The catalyst is CCO. The product is [CH3:27][C:26]1[S:3][C:2]([NH:1][C@H:4]([C:15]2[N:16]=[C:17]([C:20]3[CH:21]=[CH:22][CH:23]=[CH:24][CH:25]=3)[S:18][CH:19]=2)[CH2:5][C:6]2[CH:11]=[CH:10][C:9]([N+:12]([O-:14])=[O:13])=[CH:8][CH:7]=2)=[N:30][N:29]=1. The yield is 0.930.